Dataset: Forward reaction prediction with 1.9M reactions from USPTO patents (1976-2016). Task: Predict the product of the given reaction. (1) Given the reactants [CH3:1][N:2]([CH3:20])[C:3]1[CH:8]=[CH:7][C:6](/[CH:9]=[CH:10]/[C:11]([C:13]2[CH:18]=[CH:17][C:16]([OH:19])=[CH:15][CH:14]=2)=[O:12])=[CH:5][CH:4]=1.[CH2:21](Cl)[CH2:22][OH:23].C([O-])([O-])=O.[K+].[K+].O, predict the reaction product. The product is: [OH:23][CH2:22][CH2:21][O:19][C:16]1[CH:15]=[CH:14][C:13]([C:11](=[O:12])/[CH:10]=[CH:9]/[C:6]2[CH:5]=[CH:4][C:3]([N:2]([CH3:1])[CH3:20])=[CH:8][CH:7]=2)=[CH:18][CH:17]=1. (2) The product is: [CH2:2]([C@H:4]1[C@@H:5]([C:9]2[N:13]3[C:14]4[CH:20]=[CH:19][NH:18][C:15]=4[N:16]=[CH:17][C:12]3=[N:11][N:10]=2)[CH2:6][N:7]([C:45]([NH:47][CH2:48][CH:49]2[CH2:59][CH2:58][O:57][CH2:56][CH2:55]2)=[O:46])[CH2:8]1)[CH3:3]. Given the reactants Cl.[CH2:2]([C@H:4]1[CH2:8][NH:7][CH2:6][C@H:5]1[C:9]1[N:13]2[C:14]3[CH:20]=[CH:19][N:18](S(C4C=CC(C)=CC=4)(=O)=O)[C:15]=3[N:16]=[CH:17][C:12]2=[N:11][N:10]=1)[CH3:3].CCN(C(C)C)C(C)C.C1N=CN([C:45]([N:47]2C=N[CH:49]=[CH:48]2)=[O:46])C=1.NCC1[CH2:59][CH2:58][O:57][CH2:56][CH2:55]1, predict the reaction product. (3) Given the reactants Cl[C:2]1[N:7]=[C:6]([NH:8][C:9]2[CH:10]=[C:11]([NH:15][C:16](=[O:19])[CH:17]=[CH2:18])[CH:12]=[CH:13][CH:14]=2)[C:5]([N+:20]([O-:22])=[O:21])=[CH:4][N:3]=1.[CH3:23][O:24][CH2:25][CH2:26][O:27][C:28]1[CH:34]=[CH:33][C:31]([NH2:32])=[CH:30][CH:29]=1.Cl, predict the reaction product. The product is: [CH3:23][O:24][CH2:25][CH2:26][O:27][C:28]1[CH:34]=[CH:33][C:31]([NH:32][C:2]2[N:7]=[C:6]([NH:8][C:9]3[CH:10]=[C:11]([NH:15][C:16](=[O:19])[CH:17]=[CH2:18])[CH:12]=[CH:13][CH:14]=3)[C:5]([N+:20]([O-:22])=[O:21])=[CH:4][N:3]=2)=[CH:30][CH:29]=1. (4) Given the reactants C([Li])CCC.[C:6]([O:10][CH3:11])(=[O:9])[CH2:7][CH3:8].[C:12]([O:16][C:17]([N:19]1[CH2:24][CH2:23][C:22](=[O:25])[CH2:21][CH2:20]1)=[O:18])([CH3:15])([CH3:14])[CH3:13].[Cl-].[NH4+], predict the reaction product. The product is: [C:12]([O:16][C:17]([N:19]1[CH2:24][CH2:23][C:22]([OH:25])([C:8]#[C:7][C:6]([O:10][CH3:11])=[O:9])[CH2:21][CH2:20]1)=[O:18])([CH3:15])([CH3:13])[CH3:14]. (5) Given the reactants Br[C:2]1[N:7]=[C:6]2[NH:8][CH:9]=[CH:10][C:5]2=[N:4][CH:3]=1.[CH2:11]([N:18]1[CH:22]=[C:21](B2OC(C)(C)C(C)(C)O2)[CH:20]=[N:19]1)[C:12]1[CH:17]=[CH:16][CH:15]=[CH:14][CH:13]=1.I[CH:33]1[CH2:36][N:35]([C:37]([O:39]C(C)(C)C)=O)[CH2:34]1.[C:44](Cl)(=O)[CH:45]=C, predict the reaction product. The product is: [CH2:11]([N:18]1[CH:22]=[C:21]([C:2]2[N:7]=[C:6]3[N:8]([CH:33]4[CH2:34][N:35]([C:37](=[O:39])[CH:44]=[CH2:45])[CH2:36]4)[CH:9]=[CH:10][C:5]3=[N:4][CH:3]=2)[CH:20]=[N:19]1)[C:12]1[CH:13]=[CH:14][CH:15]=[CH:16][CH:17]=1. (6) The product is: [NH:3]1[C:4]2[CH:10]=[CH:9][CH:8]=[CH:7][C:5]=2[N:6]=[C:2]1[S:1][CH2:14][CH2:13][CH:12]([S:16]([OH:18])(=[O:17])=[O:15])[CH3:11]. Given the reactants [SH:1][C:2]1[NH:3][C:4]2[CH:10]=[CH:9][CH:8]=[CH:7][C:5]=2[N:6]=1.[CH3:11][CH:12]1[S:16](=[O:18])(=[O:17])[O:15][CH2:14][CH2:13]1, predict the reaction product.